Dataset: Forward reaction prediction with 1.9M reactions from USPTO patents (1976-2016). Task: Predict the product of the given reaction. (1) Given the reactants [CH3:1][C:2]1[C:6]([C:7](OCC)=[O:8])=[CH:5][N:4]([C:12]2[CH:17]=[CH:16][C:15]([C:18]([F:21])([F:20])[F:19])=[CH:14][N:13]=2)[N:3]=1.[H-].C([Al+]CC(C)C)C(C)C.Cl, predict the reaction product. The product is: [CH3:1][C:2]1[C:6]([CH2:7][OH:8])=[CH:5][N:4]([C:12]2[CH:17]=[CH:16][C:15]([C:18]([F:21])([F:19])[F:20])=[CH:14][N:13]=2)[N:3]=1. (2) The product is: [NH2:11][C:12]1[C:13]2[C:20]([C:21]3[CH:22]=[CH:23][C:24]([O:27][C:28]4[CH:33]=[CH:32][CH:31]=[CH:30][CH:29]=4)=[CH:25][CH:26]=3)=[CH:19][N:18]([CH:34]3[CH2:35][CH2:36][CH:37]([CH2:40][CH:41]=[O:42])[CH2:38][CH2:39]3)[C:14]=2[N:15]=[CH:16][N:17]=1. Given the reactants CS(C)=O.C(Cl)(=O)C(Cl)=O.[NH2:11][C:12]1[C:13]2[C:20]([C:21]3[CH:26]=[CH:25][C:24]([O:27][C:28]4[CH:33]=[CH:32][CH:31]=[CH:30][CH:29]=4)=[CH:23][CH:22]=3)=[CH:19][N:18]([CH:34]3[CH2:39][CH2:38][CH:37]([CH2:40][CH2:41][OH:42])[CH2:36][CH2:35]3)[C:14]=2[N:15]=[CH:16][N:17]=1.C(N(CC)CC)C.C(=O)(O)[O-].[Na+], predict the reaction product.